From a dataset of Full USPTO retrosynthesis dataset with 1.9M reactions from patents (1976-2016). Predict the reactants needed to synthesize the given product. (1) Given the product [NH2:1][C:2]([C:4]1[CH:5]=[N:6][C:7]2[C:12]([C:13]=1[NH:14][C:15]1[C:20]3[CH2:21][CH2:22][O:23][C:19]=3[CH:18]=[CH:17][CH:16]=1)=[CH:11][C:10]([C:24]([OH:26])=[O:25])=[N:9][C:8]=2[CH3:28])=[O:3], predict the reactants needed to synthesize it. The reactants are: [NH2:1][C:2]([C:4]1[CH:5]=[N:6][C:7]2[C:12]([C:13]=1[NH:14][C:15]1[C:20]3[CH2:21][CH2:22][O:23][C:19]=3[CH:18]=[CH:17][CH:16]=1)=[CH:11][C:10]([C:24]([O:26]C)=[O:25])=[N:9][C:8]=2[CH3:28])=[O:3].O1CCC(N)CC1. (2) The reactants are: Br[C:2]1[C:11]2[CH2:10][CH2:9][CH2:8][CH:7]([NH2:12])[C:6]=2[CH:5]=[N:4][CH:3]=1.[CH3:13][N:14]1[C:23]2[C:18](=[CH:19][C:20](B3OC(C)(C)C(C)(C)O3)=[CH:21][CH:22]=2)[CH2:17][CH2:16][C:15]1=[O:33].C([O-])([O-])=O.[Na+].[Na+].[Na+].[Cl-]. Given the product [NH2:12][CH:7]1[C:6]2[CH:5]=[N:4][CH:3]=[C:2]([C:20]3[CH:19]=[C:18]4[C:23](=[CH:22][CH:21]=3)[N:14]([CH3:13])[C:15](=[O:33])[CH2:16][CH2:17]4)[C:11]=2[CH2:10][CH2:9][CH2:8]1, predict the reactants needed to synthesize it. (3) Given the product [F:1][C:2]1[CH:14]=[CH:13][C:5]([C:6]([O:8][C:9]([CH3:10])([CH3:11])[CH3:12])=[O:7])=[CH:4][C:3]=1[CH2:15][NH:32][CH2:31][CH2:30][C:27]1[CH:28]=[CH:29][CH:24]=[CH:25][CH:26]=1, predict the reactants needed to synthesize it. The reactants are: [F:1][C:2]1[CH:14]=[CH:13][C:5]([C:6]([O:8][C:9]([CH3:12])([CH3:11])[CH3:10])=[O:7])=[CH:4][C:3]=1[CH3:15].BrN1C(=O)CCC1=O.[CH:24]1[CH:29]=[CH:28][C:27]([CH2:30][CH2:31][NH2:32])=[CH:26][CH:25]=1. (4) Given the product [Cl:1][C:2]1[CH:7]=[C:6]([Cl:8])[CH:5]=[CH:4][C:3]=1[C:9]1[N:10]=[C:11]([CH2:28][CH3:29])[C:12]([NH:17][C@@H:18]2[C:19]3[CH:46]=[CH:47][S:48][C:20]=3[CH2:22][CH2:21][C@@H:26]2[CH2:25][CH2:24][CH3:23])=[N:13][C:14]=1[CH2:15][CH3:16], predict the reactants needed to synthesize it. The reactants are: [Cl:1][C:2]1[CH:7]=[C:6]([Cl:8])[CH:5]=[CH:4][C:3]=1[C:9]1[N:10]=[C:11]([CH2:28][CH3:29])[C:12]([NH:17][C@@H:18]2[C:26]3[C:21](=[CH:22][CH:23]=[CH:24][CH:25]=3)[CH2:20][C@@H:19]2O)=[N:13][C:14]=1[CH2:15][CH3:16].BrC1N=C(CC)C(N[C@@H]2C3[CH:46]=[CH:47][S:48]C=3CC[C@@H]2CCC)=NC=1CC. (5) The reactants are: [CH:1]1([C:7]2[CH:13]=[CH:12][C:10]([NH2:11])=[CH:9][CH:8]=2)[CH2:6][CH2:5][CH2:4][CH2:3][CH2:2]1.C1C2C(CO[C:29]([N:31]3[CH2:36][CH2:35][N:34](C(OC(C)(C)C)=O)[CH2:33][CH:32]3[CH2:44][C:45]([OH:47])=O)=[O:30])C3C(=CC=CC=3)C=2C=CC=1.[Cl:48][C:49]1[CH:54]=[CH:53][C:52]([CH2:55][N:56]=C=O)=[CH:51][C:50]=1[Cl:59]. Given the product [Cl:59][C:50]1[CH:51]=[C:52]([CH:53]=[CH:54][C:49]=1[Cl:48])[CH2:55][NH:56][C:29]([N:31]1[CH2:36][CH2:35][NH:34][CH2:33][CH:32]1[CH2:44][C:45](=[O:47])[NH:11][C:10]1[CH:9]=[CH:8][C:7]([CH:1]2[CH2:2][CH2:3][CH2:4][CH2:5][CH2:6]2)=[CH:13][CH:12]=1)=[O:30], predict the reactants needed to synthesize it. (6) Given the product [F:23][C:3]([O:4][C:5]1[CH:6]=[C:7]([S:19]([F:22])(=[O:21])=[O:20])[CH:8]=[C:9]([O:11][C:12]([F:17])=[C:13]([F:16])[F:15])[CH:10]=1)=[C:2]([F:26])[F:25], predict the reactants needed to synthesize it. The reactants are: Br[C:2]([F:26])([F:25])[C:3](F)([F:23])[O:4][C:5]1[CH:6]=[C:7]([S:19]([F:22])(=[O:21])=[O:20])[CH:8]=[C:9]([O:11][C:12](F)([F:17])[C:13]([F:16])([F:15])Br)[CH:10]=1.C(#N)C. (7) Given the product [Cl:1][C:2]1[CH:3]=[C:4]([C:10]([OH:12])=[O:11])[CH:5]=[N:6][C:7]=1[NH:8][NH:9][C:28]([NH:27][CH:19]([C:13]1[CH:18]=[CH:17][CH:16]=[CH:15][CH:14]=1)[CH2:20][C:21]1[CH:26]=[CH:25][CH:24]=[CH:23][CH:22]=1)=[S:29], predict the reactants needed to synthesize it. The reactants are: [Cl:1][C:2]1[CH:3]=[C:4]([C:10]([OH:12])=[O:11])[CH:5]=[N:6][C:7]=1[NH:8][NH2:9].[C:13]1([CH:19]([N:27]=[C:28]=[S:29])[CH2:20][C:21]2[CH:26]=[CH:25][CH:24]=[CH:23][CH:22]=2)[CH:18]=[CH:17][CH:16]=[CH:15][CH:14]=1. (8) Given the product [CH:1]([C@@H:4]1[N:9]2[C:10]3[C:19]4[C:14](=[CH:15][CH:16]=[CH:17][CH:18]=4)[N:13]=[C:12]([NH2:23])[C:11]=3[N:21]=[C:8]2[CH2:7][O:6][CH2:5]1)([CH3:3])[CH3:2], predict the reactants needed to synthesize it. The reactants are: [CH:1]([C@@H:4]1[N:9]2[C:10]3[C:19]4[C:14](=[CH:15][CH:16]=[CH:17][CH:18]=4)[N+:13]([O-])=[CH:12][C:11]=3[N:21]=[C:8]2[CH2:7][O:6][CH2:5]1)([CH3:3])[CH3:2].[OH-].[NH4+:23].C1(C)C=CC(S(Cl)(=O)=O)=CC=1. (9) Given the product [CH3:8][CH:7]1[CH:2]([CH3:1])[C:3](=[O:18])[CH2:4][CH:5]([C:9]2[CH:14]=[CH:13][N:12]=[CH:11][C:10]=2[N+:15]([O-:17])=[O:16])[O:6]1, predict the reactants needed to synthesize it. The reactants are: [CH3:1][C:2]1[C@@H:7]([CH3:8])[O:6][C@@H:5]([C:9]2[CH:14]=[CH:13][N:12]=[CH:11][C:10]=2[N+:15]([O-:17])=[O:16])[CH2:4][C:3]=1[O:18][Si](C)(C)C.Cl.[OH-].[Na+]. (10) Given the product [NH2:51][C@H:52]([C:65]([OH:67])=[O:66])[CH2:53][C:54]1[CH:55]=[CH:56][C:57]([OH:60])=[CH:58][CH:59]=1, predict the reactants needed to synthesize it. The reactants are: C(O)C(N)(CO)CO.[Na+].[Cl-].CCC(COC(C(N(CC[NH+](C)C)C)=O)(C1C=CC=CC=1)C1C=CC=CC=1)CC.[Cl-].C(S)[C@@H](O)[C@H](O)CS.[F-].[Na+].[NH2:51][C@H:52]([C:65]([OH:67])=[O:66])[CH2:53][C:54]1[CH:59]=[CH:58][C:57]([O:60]P(O)(O)=O)=[CH:56][CH:55]=1.CCCCCCCCCCCCOS([O-])(=O)=O.[Na+].